Dataset: Catalyst prediction with 721,799 reactions and 888 catalyst types from USPTO. Task: Predict which catalyst facilitates the given reaction. (1) Reactant: [Br:1][C:2]1[C:3](Cl)=[N:4][C:5]([Cl:8])=[N:6][CH:7]=1.[OH-].[NH4+:11].C1COCC1. Product: [Br:1][C:2]1[C:3]([NH2:11])=[N:4][C:5]([Cl:8])=[N:6][CH:7]=1. The catalyst class is: 6. (2) Reactant: [Li+].C[Si]([N-][Si](C)(C)C)(C)C.[NH:11]1[CH:15]=[CH:14][N:13]=[CH:12]1.Cl[C:17]1[N:22]=[C:21]([C:23]2[N:27]3[CH:28]=[CH:29][C:30]([C:32]([CH3:42])([O:34][Si:35]([CH2:40][CH3:41])([CH2:38][CH3:39])[CH2:36][CH3:37])[CH3:33])=[N:31][C:26]3=[N:25][CH:24]=2)[CH:20]=[CH:19][N:18]=1. Product: [N:11]1([C:17]2[N:22]=[C:21]([C:23]3[N:27]4[CH:28]=[CH:29][C:30]([C:32]([CH3:33])([O:34][Si:35]([CH2:36][CH3:37])([CH2:40][CH3:41])[CH2:38][CH3:39])[CH3:42])=[N:31][C:26]4=[N:25][CH:24]=3)[CH:20]=[CH:19][N:18]=2)[CH:15]=[CH:14][N:13]=[CH:12]1. The catalyst class is: 1. (3) Reactant: [Cl:1][C:2]1[CH:10]=[C:9]2[C:5]([C:6]([C:34](=[O:39])[C:35]([F:38])([F:37])[F:36])=[CH:7][N:8]2[S:11]([C:14]2[CH:19]=[CH:18][C:17]([O:20][CH3:21])=[C:16]([N:22]3[CH2:27][CH2:26][N:25](C(=O)C(F)(F)F)[CH2:24][CH2:23]3)[CH:15]=2)(=[O:13])=[O:12])=[CH:4][CH:3]=1.[BH4-].[Na+]. Product: [Cl:1][C:2]1[CH:10]=[C:9]2[C:5]([C:6]([CH:34]([OH:39])[C:35]([F:36])([F:37])[F:38])=[CH:7][N:8]2[S:11]([C:14]2[CH:19]=[CH:18][C:17]([O:20][CH3:21])=[C:16]([N:22]3[CH2:27][CH2:26][NH:25][CH2:24][CH2:23]3)[CH:15]=2)(=[O:13])=[O:12])=[CH:4][CH:3]=1. The catalyst class is: 8. (4) Reactant: [F:1][C:2]1[CH:8]=[CH:7][C:5]([NH2:6])=[C:4]([NH:9][C:10]2[CH:15]=[CH:14][CH:13]=[CH:12][CH:11]=2)[CH:3]=1.[C:16]([O:20][C:21]([NH:23][CH2:24][C:25](O)=[O:26])=[O:22])([CH3:19])([CH3:18])[CH3:17].C1C=NC2N(O)N=NC=2C=1.CCN=C=NCCCN(C)C.C([O-])(O)=O.[Na+].C([O-])([O-])=O.[Na+].[Na+]. Product: [C:16]([O:20][C:21](=[O:22])[NH:23][CH2:24][C:25](=[O:26])[NH:6][C:5]1[CH:7]=[CH:8][C:2]([F:1])=[CH:3][C:4]=1[NH:9][C:10]1[CH:15]=[CH:14][CH:13]=[CH:12][CH:11]=1)([CH3:19])([CH3:17])[CH3:18]. The catalyst class is: 606. (5) Reactant: Cl.[CH:2]1[C:12]2[CH:11]=[CH:10][C:9]3[CH:13]=[CH:14][CH:15]=[CH:16][C:8]=3[CH:7]([CH:17]3[C:22](=[O:23])[CH2:21][CH2:20][NH:19][CH2:18]3)[C:6]=2[CH:5]=[CH:4][CH:3]=1.C(NCC)(C)C.[OH:30][C:31]1[CH:38]=[CH:37][C:34]([CH2:35]O)=[CH:33][CH:32]=1. Product: [CH:2]1[C:12]2[CH:11]=[CH:10][C:9]3[CH:13]=[CH:14][CH:15]=[CH:16][C:8]=3[CH:7]([CH:17]3[C:22](=[O:23])[CH2:21][CH2:20][N:19]([CH2:35][C:34]4[CH:37]=[CH:38][C:31]([OH:30])=[CH:32][CH:33]=4)[CH2:18]3)[C:6]=2[CH:5]=[CH:4][CH:3]=1. The catalyst class is: 4. (6) Reactant: Cl[C:2]1[CH:11]=[CH:10][C:9]2[C:4](=[CH:5][CH:6]=[CH:7][CH:8]=2)[N:3]=1.[F-:12].[Cs+]. Product: [F:12][C:2]1[CH:11]=[CH:10][C:9]2[C:4](=[CH:5][CH:6]=[CH:7][CH:8]=2)[N:3]=1. The catalyst class is: 58.